This data is from Catalyst prediction with 721,799 reactions and 888 catalyst types from USPTO. The task is: Predict which catalyst facilitates the given reaction. Reactant: [F:1][C:2]1[CH:3]=[C:4]([C:12]2[C:20]3[C:19](=[O:21])[CH2:18][CH2:17][C:16]=3[CH:15]=[N:14][CH:13]=2)[CH:5]=[CH:6][C:7]=1[C:8]([F:11])([F:10])[F:9].[BH4-].[Na+]. Product: [F:1][C:2]1[CH:3]=[C:4]([C:12]2[C:20]3[CH:19]([OH:21])[CH2:18][CH2:17][C:16]=3[CH:15]=[N:14][CH:13]=2)[CH:5]=[CH:6][C:7]=1[C:8]([F:11])([F:10])[F:9]. The catalyst class is: 5.